From a dataset of Reaction yield outcomes from USPTO patents with 853,638 reactions. Predict the reaction yield, written as a fraction of the theoretical maximum amount of product (1.0 means a 100% yield; for example, 0.34 means a 34% yield). (1) The reactants are C(OC([NH:8][C@H:9]([C:14]([NH:16][C@@H:17]1[C:23](=[O:24])[NH:22][C:21]2[CH:25]=[CH:26][CH:27]=[CH:28][C:20]=2[O:19][C@@H:18]1[C:29]1[CH:34]=[CH:33][CH:32]=[CH:31][CH:30]=1)=[O:15])[CH2:10][CH:11]([CH3:13])[CH3:12])=O)(C)(C)C.FC(F)(F)C(O)=O. The catalyst is C(Cl)Cl. The product is [O:24]=[C:23]1[NH:22][C:21]2[CH:25]=[CH:26][CH:27]=[CH:28][C:20]=2[O:19][C@H:18]([C:29]2[CH:34]=[CH:33][CH:32]=[CH:31][CH:30]=2)[C@@H:17]1[NH:16][C:14](=[O:15])[C@H:9]([CH2:10][CH:11]([CH3:12])[CH3:13])[NH2:8]. The yield is 0.990. (2) The reactants are [H-].[Na+].[CH3:3][O:4][C:5]1[CH:13]=[CH:12][CH:11]=[C:10]2[C:6]=1[CH:7]=[C:8]([C:14]([O:16][CH3:17])=[O:15])[NH:9]2.[CH3:18]I. The catalyst is CCCCCC.CN(C=O)C. The product is [CH3:3][O:4][C:5]1[CH:13]=[CH:12][CH:11]=[C:10]2[C:6]=1[CH:7]=[C:8]([C:14]([O:16][CH3:17])=[O:15])[N:9]2[CH3:18]. The yield is 0.960. (3) The reactants are Br[CH:2]([C:16](=[O:18])[CH3:17])[C:3]([NH:5][C:6]1[CH:11]=[CH:10][C:9]([C:12]([F:15])([F:14])[F:13])=[CH:8][CH:7]=1)=[O:4].[C-:19]#[N:20].[Na+].Cl. The catalyst is CS(C)=O.O. The product is [CH3:17]/[C:16](/[OH:18])=[C:2](/[C:3]([NH:5][C:6]1[CH:11]=[CH:10][C:9]([C:12]([F:15])([F:14])[F:13])=[CH:8][CH:7]=1)=[O:4])\[C:19]#[N:20]. The yield is 0.854. (4) The reactants are Cl[C:2]1[N:7]=[CH:6][C:5]([C:8]2[N:9]=[C:10]([CH2:13][CH2:14][CH2:15][CH2:16][NH2:17])[NH:11][CH:12]=2)=[CH:4][CH:3]=1.[O-:18][CH2:19][CH3:20].[Na+]. The catalyst is C(O)C. The product is [CH2:19]([O:18][C:2]1[N:7]=[CH:6][C:5]([C:8]2[N:9]=[C:10]([CH2:13][CH2:14][CH2:15][CH2:16][NH2:17])[NH:11][CH:12]=2)=[CH:4][CH:3]=1)[CH3:20]. The yield is 0.870. (5) The yield is 0.504. The catalyst is C(O)C.[Pd]. The reactants are [NH2:1][C:2]1[CH:3]=[C:4]([CH:8]=[C:9]([C:11]2[CH2:16][CH2:15][CH2:14][CH2:13][CH:12]=2)[CH:10]=1)[C:5]([OH:7])=[O:6]. The product is [NH2:1][C:2]1[CH:3]=[C:4]([CH:8]=[C:9]([CH:11]2[CH2:12][CH2:13][CH2:14][CH2:15][CH2:16]2)[CH:10]=1)[C:5]([OH:7])=[O:6]. (6) The reactants are [C:1]([C:3]1[CH:8]=[CH:7][C:6]([CH2:9][C@@:10]([NH:36][C:37](=[O:49])[C:38]2[CH:43]=[CH:42][C:41]([F:44])=[C:40]([C:45]([F:48])([F:47])[F:46])[CH:39]=2)([C:25]2[CH:30]=[CH:29][C:28]([F:31])=[C:27]([C:32]([F:35])([F:34])[F:33])[CH:26]=2)[C:11]2[CH:16]=[C:15]([O:17][C:18]([F:23])([F:22])[CH:19]([F:21])[F:20])[CH:14]=[C:13]([F:24])[CH:12]=2)=[CH:5][CH:4]=1)#[N:2].[H-].[H-].[H-].[H-].[Li+].[Al+3]. The catalyst is C1COCC1. The product is [NH2:2][CH2:1][C:3]1[CH:4]=[CH:5][C:6]([CH2:9][C@@:10]([NH:36][C:37](=[O:49])[C:38]2[CH:43]=[CH:42][C:41]([F:44])=[C:40]([C:45]([F:48])([F:47])[F:46])[CH:39]=2)([C:25]2[CH:30]=[CH:29][C:28]([F:31])=[C:27]([C:32]([F:33])([F:34])[F:35])[CH:26]=2)[C:11]2[CH:16]=[C:15]([O:17][C:18]([F:22])([F:23])[CH:19]([F:20])[F:21])[CH:14]=[C:13]([F:24])[CH:12]=2)=[CH:7][CH:8]=1. The yield is 0.360.